From a dataset of Forward reaction prediction with 1.9M reactions from USPTO patents (1976-2016). Predict the product of the given reaction. Given the reactants [O:1]1[C:10]2[C:5](=[CH:6][CH:7]=[CH:8][CH:9]=2)[CH:4]([NH:11][C:12]2[C:13]3[N:14]([C:21]([CH2:25][OH:26])=[C:22]([CH3:24])[N:23]=3)[CH:15]=[C:16]([C:18](O)=[O:19])[CH:17]=2)[CH2:3][CH2:2]1.[NH:27]1[CH2:32][CH2:31][O:30][CH2:29][CH2:28]1.C(N(CC)CC)C.F[P-](F)(F)(F)(F)F.N1(OC(N(C)C)=[N+](C)C)C2C=CC=CC=2N=N1, predict the reaction product. The product is: [O:1]1[C:10]2[C:5](=[CH:6][CH:7]=[CH:8][CH:9]=2)[CH:4]([NH:11][C:12]2[C:13]3[N:14]([C:21]([CH2:25][OH:26])=[C:22]([CH3:24])[N:23]=3)[CH:15]=[C:16]([C:18]([N:27]3[CH2:32][CH2:31][O:30][CH2:29][CH2:28]3)=[O:19])[CH:17]=2)[CH2:3][CH2:2]1.